The task is: Predict the reactants needed to synthesize the given product.. This data is from Full USPTO retrosynthesis dataset with 1.9M reactions from patents (1976-2016). (1) Given the product [N:34]([CH2:12][C@@H:13]1[O:14][CH2:15][C@@H:16]([N:19]2[C:23]3=[C:24]4[S:30][CH:29]=[CH:28][C:25]4=[N:26][CH:27]=[C:22]3[N:21]=[C:20]2[C@H:31]([OH:33])[CH3:32])[CH2:17][CH2:18]1)=[N+:35]=[N-:36], predict the reactants needed to synthesize it. The reactants are: CC1C=CC(S(O[CH2:12][C@H:13]2[CH2:18][CH2:17][C@H:16]([N:19]3[C:23]4=[C:24]5[S:30][CH:29]=[CH:28][C:25]5=[N:26][CH:27]=[C:22]4[N:21]=[C:20]3[C@H:31]([OH:33])[CH3:32])[CH2:15][O:14]2)(=O)=O)=CC=1.[N-:34]=[N+:35]=[N-:36].[Na+]. (2) Given the product [CH3:10][NH:11][C:12](=[O:22])[C:13]1[CH:21]=[CH:20][C:16]([C:17]([NH:44][CH2:45][C:46](=[O:47])[N:48]2[CH2:49][CH2:50][N:51]([C:54](=[O:65])[C:55]3[CH:60]=[CH:59][CH:58]=[CH:57][C:56]=3[C:61]([F:64])([F:62])[F:63])[CH2:52][CH2:53]2)=[O:18])=[CH:15][CH:14]=1, predict the reactants needed to synthesize it. The reactants are: CCN(C(C)C)C(C)C.[CH3:10][NH:11][C:12](=[O:22])[C:13]1[CH:21]=[CH:20][C:16]([C:17](O)=[O:18])=[CH:15][CH:14]=1.CCN=C=NCCCN(C)C.C1C=CC2N(O)N=NC=2C=1.[NH2:44][CH2:45][C:46]([N:48]1[CH2:53][CH2:52][N:51]([C:54](=[O:65])[C:55]2[CH:60]=[CH:59][CH:58]=[CH:57][C:56]=2[C:61]([F:64])([F:63])[F:62])[CH2:50][CH2:49]1)=[O:47].Cl. (3) Given the product [C:25]1([C:30]2[CH:35]=[CH:34][CH:33]=[CH:32][CH:31]=2)[CH:26]=[CH:27][CH:28]=[CH:29][C:24]=1[NH:23][C:22](=[O:21])[OH:36], predict the reactants needed to synthesize it. The reactants are: OCC1C(C)=CC(NC(CCN2CCC([O:21][C:22](=[O:36])[NH:23][C:24]3[CH:29]=[CH:28][CH:27]=[CH:26][C:25]=3[C:30]3[CH:35]=[CH:34][CH:33]=[CH:32][CH:31]=3)CC2)=O)=C(C)C=1.CS(C)=O.C(N(C(C)C)CC)(C)C.O. (4) The reactants are: [H-].[Na+].[O:3]=[C:4]([CH2:11][CH3:12])[CH2:5][C:6]([O:8][CH2:9][CH3:10])=[O:7].[F:13][C:14]([F:24])([F:23])[C:15]1[CH:22]=[CH:21][C:18]([CH2:19]Br)=[CH:17][CH:16]=1.C(OCC)(=O)C. Given the product [O:3]=[C:4]([CH2:11][CH3:12])[CH:5]([CH2:19][C:18]1[CH:17]=[CH:16][C:15]([C:14]([F:13])([F:23])[F:24])=[CH:22][CH:21]=1)[C:6]([O:8][CH2:9][CH3:10])=[O:7], predict the reactants needed to synthesize it. (5) Given the product [N:11]1([C:9]([OH:10])=[O:25])[CH2:16][CH2:15][O:14][CH2:13][CH2:12]1, predict the reactants needed to synthesize it. The reactants are: FC(F)(CCC)C[C@H](N[C:9]([N:11]1[CH2:16][CH2:15][O:14][CH2:13][CH2:12]1)=[O:10])C(O)=O.Cl.NC(CC)[C@@H](C1ON=C(C2CC2)N=1)[OH:25].C(NC(C)C)(C)C.C1CN([P+](ON2N=NC3C=CC=CC2=3)(N2CCCC2)N2CCCC2)CC1.F[P-](F)(F)(F)(F)F.